From a dataset of Full USPTO retrosynthesis dataset with 1.9M reactions from patents (1976-2016). Predict the reactants needed to synthesize the given product. (1) Given the product [OH:16][N:7]1[C:2]([CH3:12])([CH3:1])[CH2:3][CH:4]([O:11][CH2:24][C:23]2[CH:22]=[C:21]([O:20][CH3:19])[C:28]([O:29][CH3:30])=[C:27]([O:31][CH3:32])[CH:26]=2)[CH2:5][C:6]1([CH3:10])[CH3:9], predict the reactants needed to synthesize it. The reactants are: [CH3:1][C:2]1([CH3:12])[N:7]([O])[C:6]([CH3:10])([CH3:9])[CH2:5][CH:4]([OH:11])[CH2:3]1.CC(C)([O-:16])C.[K+].[CH3:19][O:20][C:21]1[CH:22]=[C:23]([CH:26]=[C:27]([O:31][CH3:32])[C:28]=1[O:29][CH3:30])[CH2:24]Cl.[NH4+].[Cl-]. (2) The reactants are: [C:1]([O:5][C:6](=[O:12])[NH:7][CH2:8][CH2:9][CH2:10][NH2:11])([CH3:4])([CH3:3])[CH3:2].[C:13]([C:16]1[CH:21]=[CH:20][CH:19]=[CH:18][N:17]=1)(=O)[CH3:14].[BH-](OC(C)=O)(OC(C)=O)OC(C)=O.[Na+]. Given the product [C:1]([O:5][C:6](=[O:12])[NH:7][CH2:8][CH2:9][CH2:10][NH:11][CH:13]([C:16]1[CH:21]=[CH:20][CH:19]=[CH:18][N:17]=1)[CH3:14])([CH3:4])([CH3:2])[CH3:3], predict the reactants needed to synthesize it. (3) Given the product [C:9]([C:3]1[CH:4]=[C:5]([Cl:8])[CH:6]=[CH:7][C:2]=1[NH:1][S:26]([C:23]1[CH:22]=[CH:21][C:20]([O:19][C:18]([F:17])([F:30])[F:31])=[CH:25][CH:24]=1)(=[O:28])=[O:27])(=[O:10])[C:11]1[CH:12]=[CH:13][CH:14]=[CH:15][CH:16]=1, predict the reactants needed to synthesize it. The reactants are: [NH2:1][C:2]1[CH:7]=[CH:6][C:5]([Cl:8])=[CH:4][C:3]=1[C:9]([C:11]1[CH:16]=[CH:15][CH:14]=[CH:13][CH:12]=1)=[O:10].[F:17][C:18]([F:31])([F:30])[O:19][C:20]1[CH:25]=[CH:24][C:23]([S:26](Cl)(=[O:28])=[O:27])=[CH:22][CH:21]=1. (4) Given the product [F:9][C:10]1[CH:15]=[CH:14][C:13]([C:16]([F:19])([F:18])[F:17])=[CH:12][C:11]=1[NH:20][C:21]([NH:6][C:5]1[CH:7]=[CH:8][C:2]([I:1])=[CH:3][CH:4]=1)=[O:22], predict the reactants needed to synthesize it. The reactants are: [I:1][C:2]1[CH:8]=[CH:7][C:5]([NH2:6])=[CH:4][CH:3]=1.[F:9][C:10]1[CH:15]=[CH:14][C:13]([C:16]([F:19])([F:18])[F:17])=[CH:12][C:11]=1[N:20]=[C:21]=[O:22].CCCCCC. (5) Given the product [CH2:29]([O:8][C:7]1[C:2]([F:1])=[C:3]([C:10]2[N:15]=[C:14]([C:16]([O:18][CH3:19])=[O:17])[CH:13]=[CH:12][C:11]=2[F:20])[C:4]([F:9])=[CH:5][CH:6]=1)[CH:28]=[CH2:27], predict the reactants needed to synthesize it. The reactants are: [F:1][C:2]1[C:7]([OH:8])=[CH:6][CH:5]=[C:4]([F:9])[C:3]=1[C:10]1[N:15]=[C:14]([C:16]([O:18][CH3:19])=[O:17])[CH:13]=[CH:12][C:11]=1[F:20].C(=O)([O-])[O-].[K+].[K+].[CH2:27](Br)[CH:28]=[CH2:29]. (6) Given the product [Cl:1][C:2]1[CH:3]=[C:4]([C@@:10]2([C:28]([F:31])([F:30])[F:29])[O:33][N:32]=[C:12]([C:14]3[CH:26]=[CH:25][C:17]([C:18]([O:20][C:21]([CH3:24])([CH3:23])[CH3:22])=[O:19])=[C:16]([CH3:27])[CH:15]=3)[CH2:11]2)[CH:5]=[C:6]([Cl:9])[C:7]=1[F:8], predict the reactants needed to synthesize it. The reactants are: [Cl:1][C:2]1[CH:3]=[C:4](/[C:10](/[C:28]([F:31])([F:30])[F:29])=[CH:11]\[C:12]([C:14]2[CH:26]=[CH:25][C:17]([C:18]([O:20][C:21]([CH3:24])([CH3:23])[CH3:22])=[O:19])=[C:16]([CH3:27])[CH:15]=2)=O)[CH:5]=[C:6]([Cl:9])[C:7]=1[F:8].[NH2:32][OH:33].[OH-].[Cs+]. (7) Given the product [Cl:1][C:2]1[C:7]([F:8])=[CH:6][C:5]([C:9]2[C:14]([C:15]([OH:17])=[O:16])=[CH:13][N:12]=[CH:11][CH:10]=2)=[C:4]([F:19])[CH:3]=1, predict the reactants needed to synthesize it. The reactants are: [Cl:1][C:2]1[C:7]([F:8])=[CH:6][C:5]([C:9]2[C:14]([C:15]([O:17]C)=[O:16])=[CH:13][N:12]=[CH:11][CH:10]=2)=[C:4]([F:19])[CH:3]=1.[Li+].[OH-].